From a dataset of Full USPTO retrosynthesis dataset with 1.9M reactions from patents (1976-2016). Predict the reactants needed to synthesize the given product. (1) Given the product [Cl:1][C:2]1[CH:3]=[C:4]([C:8]2[S:12][C:11]([CH3:13])=[N:10][C:9]=2[C:14]([N:17]2[CH2:22][CH2:21][CH2:20][C@@H:19]([NH:23][C:24]([C:26]3[N:33]4[C:29]([S:30][CH:31]=[CH:32]4)=[N:28][C:27]=3[CH3:34])=[O:25])[CH2:18]2)=[O:16])[CH:5]=[CH:6][CH:7]=1, predict the reactants needed to synthesize it. The reactants are: [Cl:1][C:2]1[CH:3]=[C:4]([C:8]2[S:12][C:11]([CH3:13])=[N:10][C:9]=2[C:14]([OH:16])=O)[CH:5]=[CH:6][CH:7]=1.[NH:17]1[CH2:22][CH2:21][CH2:20][C@@H:19]([NH:23][C:24]([C:26]2[N:33]3[C:29]([S:30][CH:31]=[CH:32]3)=[N:28][C:27]=2[CH3:34])=[O:25])[CH2:18]1. (2) Given the product [Cl:1][C:2]1[CH:7]=[C:6]([F:8])[CH:5]=[CH:4][C:3]=1[C:9]1[NH:13][CH:12]=[C:11]([C:14]([OH:16])=[O:15])[C:10]=1[CH3:18], predict the reactants needed to synthesize it. The reactants are: [Cl:1][C:2]1[CH:7]=[C:6]([F:8])[CH:5]=[CH:4][C:3]=1[C:9]1[NH:13][CH:12]=[C:11]([C:14]([O:16]C)=[O:15])[C:10]=1[CH3:18].[OH-].[Na+].